Dataset: Full USPTO retrosynthesis dataset with 1.9M reactions from patents (1976-2016). Task: Predict the reactants needed to synthesize the given product. (1) Given the product [CH2:50]([N:51]([CH2:46][CH3:47])[C:27](=[O:29])[C:26]1[CH:25]=[CH:24][C:23]([N:20]2[CH2:21][CH2:22][CH:18]([N:15]3[CH2:16][CH2:17][C@@H:13]([NH:12][C:10](=[O:11])[CH2:9][NH:8][C:6](=[O:7])[C:5]4[CH:32]=[CH:33][CH:34]=[C:3]([C:2]([F:36])([F:1])[F:35])[CH:4]=4)[CH2:14]3)[CH2:19]2)=[CH:31][CH:30]=1)[CH3:49], predict the reactants needed to synthesize it. The reactants are: [F:1][C:2]([F:36])([F:35])[C:3]1[CH:4]=[C:5]([CH:32]=[CH:33][CH:34]=1)[C:6]([NH:8][CH2:9][C:10]([NH:12][C@@H:13]1[CH2:17][CH2:16][N:15]([CH:18]2[CH2:22][CH2:21][N:20]([C:23]3[CH:31]=[CH:30][C:26]([C:27]([OH:29])=O)=[CH:25][CH:24]=3)[CH2:19]2)[CH2:14]1)=[O:11])=[O:7].CN(C(ON1N=N[C:47]2C=[CH:49][CH:50]=[N:51][C:46]1=2)=[N+](C)C)C.F[P-](F)(F)(F)(F)F.C(N(CC)C(C)C)(C)C.ON1C2C=CC=CC=2N=N1.C([O-])(O)=O.[Na+]. (2) Given the product [CH3:1][N:2]1[C:6]([C:7](=[N:14][O:15][CH2:16][C:17]2[N:22]=[C:21]([NH2:23])[CH:20]=[CH:19][CH:18]=2)[C:8]2[CH:9]=[CH:10][CH:11]=[CH:12][CH:13]=2)=[N:5][CH:4]=[N:3]1, predict the reactants needed to synthesize it. The reactants are: [CH3:1][N:2]1[C:6]([C:7](=[N:14][O:15][CH2:16][C:17]2[N:22]=[C:21]([N:23]3C(=O)C4C(=CC=CC=4)C3=O)[CH:20]=[CH:19][CH:18]=2)[C:8]2[CH:13]=[CH:12][CH:11]=[CH:10][CH:9]=2)=[N:5][CH:4]=[N:3]1.O.NN. (3) Given the product [Br:13][C:14]1[C:15]([C:23]#[N:24])=[C:16]([N+:20]([O-:22])=[O:21])[S:17][C:18]=1[C:3]1[CH:4]=[C:5]([CH3:8])[CH:6]=[CH:7][C:2]=1[CH3:1], predict the reactants needed to synthesize it. The reactants are: [CH3:1][C:2]1[CH:7]=[CH:6][C:5]([CH3:8])=[CH:4][C:3]=1OB(O)O.[Br:13][C:14]1[C:15]([C:23]#[N:24])=[C:16]([N+:20]([O-:22])=[O:21])[S:17][C:18]=1Br.O.C(OCC)(=O)C. (4) Given the product [CH2:19]([NH:26][C:29]([NH:16][C:15]1[CH:17]=[CH:18][C:12]([O:11][C:9]2[C:10]3[N:2]([CH3:1])[CH:3]=[CH:4][C:5]=3[N:6]=[CH:7][N:8]=2)=[CH:13][CH:14]=1)=[O:30])[C:20]1[CH:25]=[CH:24][CH:23]=[CH:22][CH:21]=1, predict the reactants needed to synthesize it. The reactants are: [CH3:1][N:2]1[C:10]2[C:9]([O:11][C:12]3[CH:18]=[CH:17][C:15]([NH2:16])=[CH:14][CH:13]=3)=[N:8][CH:7]=[N:6][C:5]=2[CH:4]=[CH:3]1.[CH2:19]([NH2:26])[C:20]1[CH:25]=[CH:24][CH:23]=[CH:22][CH:21]=1.CN(C)[CH:29]=[O:30].